Dataset: Full USPTO retrosynthesis dataset with 1.9M reactions from patents (1976-2016). Task: Predict the reactants needed to synthesize the given product. (1) Given the product [N:19]1[C:12]2=[C:11]3[CH:10]=[C:4]([C:5]([O:7][CH2:8][CH3:9])=[O:6])[N:1]=[C:16]3[CH:15]=[CH:14][N:13]2[CH2:17][CH:18]=1, predict the reactants needed to synthesize it. The reactants are: [N:1]([C:4](=[CH:10][C:11]1[C:12]2[N:13]([CH:17]=[CH:18][N:19]=2)[CH:14]=[CH:15][CH:16]=1)[C:5]([O:7][CH2:8][CH3:9])=[O:6])=[N+]=[N-].[K+].[Br-]. (2) Given the product [CH3:19][N:20]([CH2:21][C:6]1[C:5]2[C:9](=[CH:10][CH:11]=[C:3]([O:2][CH3:1])[CH:4]=2)[NH:8][C:7]=1[C:12]([O:14][CH2:15][CH3:16])=[O:13])[CH3:23], predict the reactants needed to synthesize it. The reactants are: [CH3:1][O:2][C:3]1[CH:4]=[C:5]2[C:9](=[CH:10][CH:11]=1)[NH:8][C:7]([C:12]([O:14][CH2:15][CH3:16])=[O:13])=[CH:6]2.[Cl-].C[CH:19]=[N+:20]=[CH:21]C.[CH2:23](Cl)Cl. (3) The reactants are: [C:1]([OH:7])(=O)[CH2:2][CH2:3][C:4]#[CH:5].CCN(CC)CC.ClC(OCC)=O.[CH3:21][N:22]1[CH2:27][CH2:26][NH:25][CH2:24][CH2:23]1. Given the product [CH3:21][N:22]1[CH2:27][CH2:26][N:25]([C:1](=[O:7])[CH2:2][CH2:3][C:4]#[CH:5])[CH2:24][CH2:23]1, predict the reactants needed to synthesize it. (4) The reactants are: [CH3:1][O:2][C:3]1[CH:8]=[CH:7][C:6](I)=[C:5]([O:10][CH3:11])[C:4]=1[O:12][CH3:13].C([Li])CCC.[CH3:19][N:20]([CH3:32])[C:21]1[CH:30]=[C:29]2[C:24]([C:25](=O)[CH2:26][CH2:27][O:28]2)=[CH:23][CH:22]=1. Given the product [CH3:19][N:20]([CH3:32])[C:21]1[CH:30]=[C:29]2[C:24]([C:25]([C:7]3[CH:8]=[C:3]([O:2][CH3:1])[C:4]([O:12][CH3:13])=[C:5]([O:10][CH3:11])[CH:6]=3)=[CH:26][CH2:27][O:28]2)=[CH:23][CH:22]=1, predict the reactants needed to synthesize it. (5) The reactants are: [Cl:1][C:2]1[N:7]=[C:6](Cl)[C:5]([CH3:9])=[CH:4][N:3]=1.[NH2:10][CH:11]1[CH2:27][CH2:26][C:14]2([CH2:18][N:17]([C:19]([O:21][C:22]([CH3:25])([CH3:24])[CH3:23])=[O:20])[CH2:16][CH2:15]2)[CH2:13][CH2:12]1.CCN(CC)CC. Given the product [Cl:1][C:2]1[N:7]=[C:6]([NH:10][CH:11]2[CH2:12][CH2:13][C:14]3([CH2:18][N:17]([C:19]([O:21][C:22]([CH3:23])([CH3:24])[CH3:25])=[O:20])[CH2:16][CH2:15]3)[CH2:26][CH2:27]2)[C:5]([CH3:9])=[CH:4][N:3]=1, predict the reactants needed to synthesize it. (6) Given the product [CH2:16]([NH:23][C@@H:8]1[CH2:7][C:6]2[C:11](=[CH:12][CH:13]=[CH:14][C:5]=2[OH:4])[CH2:10][C@H:9]1[OH:15])[C:17]1[CH:22]=[CH:21][CH:20]=[CH:19][CH:18]=1, predict the reactants needed to synthesize it. The reactants are: C([O:4][C:5]1[CH:14]=[CH:13][CH:12]=[C:11]2[C:6]=1[CH2:7][CH:8]1[O:15][CH:9]1[CH2:10]2)(=O)C.[CH2:16]([NH2:23])[C:17]1[CH:22]=[CH:21][CH:20]=[CH:19][CH:18]=1.